This data is from Catalyst prediction with 721,799 reactions and 888 catalyst types from USPTO. The task is: Predict which catalyst facilitates the given reaction. (1) Reactant: Br[C:2]1[CH:3]=[C:4]([C:8](=[O:24])[C:9]([C:11]2[CH:16]=[CH:15][C:14]([O:17][CH:18]([F:20])[F:19])=[C:13]([CH:21]3[CH2:23][CH2:22]3)[CH:12]=2)=[O:10])[CH:5]=[CH:6][CH:7]=1.[CH:25]1(B(O)O)[CH2:27][CH2:26]1.P([O-])([O-])([O-])=O.[K+].[K+].[K+]. Product: [CH:21]1([C:13]2[CH:12]=[C:11]([C:9](=[O:10])[C:8]([C:4]3[CH:5]=[CH:6][CH:7]=[C:2]([CH:25]4[CH2:27][CH2:26]4)[CH:3]=3)=[O:24])[CH:16]=[CH:15][C:14]=2[O:17][CH:18]([F:20])[F:19])[CH2:23][CH2:22]1. The catalyst class is: 498. (2) Reactant: [CH2:1]([O:3][C:4](=[O:14])[CH2:5]P(OCC)(OCC)=O)[CH3:2].[H-].[Na+].[Cl:17][C:18]1[CH:25]=[CH:24][CH:23]=[C:22]([F:26])[C:19]=1[CH:20]=O. The catalyst class is: 7. Product: [CH2:1]([O:3][C:4](=[O:14])[CH:5]=[CH:20][C:19]1[C:22]([F:26])=[CH:23][CH:24]=[CH:25][C:18]=1[Cl:17])[CH3:2]. (3) Reactant: [NH2:1][C:2]1[CH:3]=[C:4]([CH:15]=[CH:16][C:17]=1[NH:18][CH3:19])[C:5]([NH:7][C:8]1[CH:13]=[CH:12][C:11]([Br:14])=[CH:10][CH:9]=1)=[O:6].[Cl:20][C:21]1[CH:22]=[C:23]([CH:28]=[CH:29][C:30]=1[N:31]=[C:32]=S)[C:24]([O:26][CH3:27])=[O:25].C(Cl)CCl. Product: [Br:14][C:11]1[CH:12]=[CH:13][C:8]([NH:7][C:5]([C:4]2[CH:15]=[CH:16][C:17]3[N:18]([CH3:19])[C:32]([NH:31][C:30]4[CH:29]=[CH:28][C:23]([C:24]([O:26][CH3:27])=[O:25])=[CH:22][C:21]=4[Cl:20])=[N:1][C:2]=3[CH:3]=2)=[O:6])=[CH:9][CH:10]=1. The catalyst class is: 3.